This data is from Full USPTO retrosynthesis dataset with 1.9M reactions from patents (1976-2016). The task is: Predict the reactants needed to synthesize the given product. (1) Given the product [CH3:21][N:22]([CH3:25])[CH:23]=[C:9]([C:10]1[CH:15]=[CH:14][N:13]=[C:12]([NH:16][CH:17]([CH3:18])[CH3:19])[N:11]=1)[C:8]([C:5]1[CH:6]=[CH:7][C:2]([F:1])=[CH:3][CH:4]=1)=[O:20], predict the reactants needed to synthesize it. The reactants are: [F:1][C:2]1[CH:7]=[CH:6][C:5]([C:8](=[O:20])[CH2:9][C:10]2[CH:15]=[CH:14][N:13]=[C:12]([NH:16][CH:17]([CH3:19])[CH3:18])[N:11]=2)=[CH:4][CH:3]=1.[CH3:21][N:22]([CH3:25])[CH:23]=O. (2) Given the product [Cl:17][C:13]1[CH:12]=[C:11]([C:8]2[N:6]3[N:7]=[C:2]([NH:19][CH:20]4[CH2:25][CH2:24][CH:23]([OH:26])[CH2:22][CH2:21]4)[CH:3]=[CH:4][C:5]3=[N:10][CH:9]=2)[CH:16]=[CH:15][CH:14]=1, predict the reactants needed to synthesize it. The reactants are: Cl[C:2]1[CH:3]=[CH:4][C:5]2[N:6]([C:8]([C:11]3[CH:16]=[CH:15][CH:14]=[C:13]([Cl:17])[CH:12]=3)=[CH:9][N:10]=2)[N:7]=1.Cl.[NH2:19][C@H:20]1[CH2:25][CH2:24][C@H:23]([OH:26])[CH2:22][CH2:21]1.C([O-])(O)=O.[Na+]. (3) Given the product [N:3]1([CH2:15][C:16]([O:18][CH3:19])=[O:17])[CH:7]=[CH:6][N:5]=[CH:4]1, predict the reactants needed to synthesize it. The reactants are: [H-].[Li+].[NH:3]1[CH:7]=[CH:6][N:5]=[CH:4]1.[N-]1C=CN=C1.[Li+].Cl[CH2:15][C:16]([O:18][CH3:19])=[O:17]. (4) Given the product [CH2:2]([N:9]1[C:15](=[O:16])[C:14]2[C:18](=[CH:19][CH:20]=[CH:21][CH:13]=2)[C:10]2[CH:11]=[C:5]([C:1]([CH3:4])([CH3:2])[CH3:3])[CH:6]=[CH:7][C:8]1=2)[CH2:1][CH2:5][CH3:6], predict the reactants needed to synthesize it. The reactants are: [C:1]([C:5]1[CH:11]=[CH:10][C:8]([NH2:9])=[CH:7][CH:6]=1)([CH3:4])([CH3:3])[CH3:2].Br[C:13]1[CH:21]=[CH:20][CH:19]=[CH:18][C:14]=1[C:15](Cl)=[O:16].